This data is from Drug-target binding data from BindingDB using IC50 measurements. The task is: Regression. Given a target protein amino acid sequence and a drug SMILES string, predict the binding affinity score between them. We predict pIC50 (pIC50 = -log10(IC50 in M); higher means more potent). Dataset: bindingdb_ic50. (1) The small molecule is CCCCc1nn(-c2ccccc2C(F)(F)F)c(=O)n1Cc1ccc(-c2ccccc2S(=O)(=O)NC(=O)c2ccccc2Br)cc1. The target protein (P35351) has sequence MKDNFSFAATSRNITSSLPFDNLNATGTNESAFNCSHKPADKHLEAIPVLYYMIFVIGFAVNIVVVSLFCCQKGPKKVSSIYIFNLAVADLLLLATLPLWATYYSYRYDWLFGPVMCKVFGSFLTLNMFASIFFITCMSVDRYQSVIYPFLSQRRNPWQASYVVPLVWCMACLSSLPTFYFRDVRTIEYLGVNACIMAFPPEKYAQWSAGIALMKNILGFIIPLIFIATCYFGIRKHLLKTNSYGKNRITRDQVLKMAAAVVLAFIICWLPFHVLTFLDALTWMGIINSCEVIAVIDLALPFAILLGFTNSCVNPFLYCFVGNRFQQKLRSVFRVPITWLQGKRETMSCRKSSSLREMDTFVS. The pIC50 is 7.3. (2) The drug is CC(C)CNC(=O)C(=O)[O-]. The pIC50 is 2.2. The target protein (P06151) has sequence MATLKDQLIVNLLKEEQAPQNKITVVGVGAVGMACAISILMKDLADELALVDVMEDKLKGEMMDLQHGSLFLKTPKIVSSKDYCVTANSKLVIITAGARQQEGESRLNLVQRNVNIFKFIIPNIVKYSPHCKLLIVSNPVDILTYVAWKISGFPKNRVIGSGCNLDSARFRYLMGERLGVHALSCHGWVLGEHGDSSVPVWSGVNVAGVSLKSLNPELGTDADKEQWKEVHKQVVDSAYEVIKLKGYTSWAIGLSVADLAESIMKNLRRVHPISTMIKGLYGINEDVFLSVPCILGQNGISDVVKVTLTPEEEARLKKSADTLWGIQKELQF. (3) The small molecule is C[C@@H](N[C@@H]1CCCC[C@H]1NC(=O)c1ccc(OC(F)(F)F)cc1)c1cccc2ccccc12. The target protein (P48442) has sequence MASYSCCLALLALAWHSSAYGPDQRAQKKGDIILGGLFPIHFGVAAKDQDLKSRPESVECIRYNFRGFRWLQAMIFAIEEINSSPSLLPNMTLGYRIFDTCNTVSKALEATLSFVAQNKIDSLNLDEFCNCSEHIPSTIAVVGATGSGVSTAVANLLGLFYIPQVSYASSSRLLSNKNQYKSFLRTIPNDEHQATAMADIIEYFRWNWVGTIAADDDYGRPGIEKFREEAEERDICIDFSELISQYSDEEEIQQVVEVIQNSTAKVIVVFSSGPDLEPLIKEIVRRNITGRIWLASEAWASSSLIAMPEYFHVVGGTIGFGLKAGQIPGFREFLQKVHPRKSVHNGFAKEFWEETFNCHLQEGAKGPLPVDTFVRSHEEGGNRLLNSSTAFRPLCTGDENINSVETPYMDYEHLRISYNVYLAVYSIAHALQDIYTCLPGRGLFTNGSCADIKKVEAWQVLKHLRHLNFTNNMGEQVTFDECGDLVGNYSIINWHLSPED.... The pIC50 is 5.8. (4) The drug is Cc1c(-c2ccc(OS(=O)(=O)[O-])cc2)n(Cc2c(F)c(F)c(F)c(F)c2F)c2cc(OS(=O)(=O)[O-])cc(C(F)(F)F)c12. The target protein (P15709) has sequence MPDYTWFEGIPFHAFGISKETLQNVCNKFVVKEEDLILLAYPKSGTNWLIEIVCLIQTKGDPKWIQSVTIWDRSPWIETDVGYDILIKKKGPRLMTSHLPMHLFSKSLFSSKAKVIYLIRNPRDVLVSGYYFWGNSTLVKKPDSLGTYVEWFLKGNVLYGSWFEHIRAWLSMREWDNFLLLYYEDMKKDTMGTIKKICDFLGKKLEPDELDLVLKYSSFQVMKENDMSNYSLLMKKSIFTGIGLMRKGTIGDWKNHFTVSQAEAFDKVFQEKMAGFPPGMFPWE. The pIC50 is 4.1. (5) The drug is COc1ccccc1-c1c(C#N)c(N)nc2sc(C(=O)c3ccccc3)c(N)c12. The target protein (P51136) has sequence MSSKDQILEKDKKETDDNGNKKTTTTTSSSSSSSSSSKPRSNKFDKVIIKSNGVCYITEGVIGNGSFGVVTQAIVADTKEVVAIKKVLQDQRYKNRELQIMKMLNHINIVSLKNSFYTSDNDEVYLNLVLEYVPDTVYRVSRHYSMSKQPVPNIFVKLYIYQLCRSINYIHSLGICHRDIKPQNLLLDTSTSTLKLCDFGSAKILIKGETNVSYICSRHYRAPELIFGSTNYTTTIDVWSLGCVLAELLLGQPLFPGENGIDQLVEIIKVLGTPTKEQIHAMNPYYTSFKFPEIKANPWPRVFKAKDVPAESIDLISKILLYDPSSRLKPVEICAHPFFDELRDPKTCLPDGKPLPPLFNFTIAEQTSIGPKLAKTLIPSHAMNQIELPSPLFPNLAISSSNQSSSSNSNANVSSNLNSHSASPSTTSSSSSTPNSIPVQSPSTTNTTSSTTNNTTTTTTTTTTSNH. The pIC50 is 4.0. (6) The drug is Cc1ccc(C(c2ccc(C)cc2)(c2ccc(C(=O)NCCN)[nH]2)c2ccc(C(=O)NCCN)[nH]2)cc1.Cl.Cl. The target protein (P63142) has sequence MTVATGDPVDEAAALPGHPQDTYDPEADHECCERVVINISGLRFETQLKTLAQFPETLLGDPKKRMRYFDPLRNEYFFDRNRPSFDAILYYYQSGGRLRRPVNVPLDIFSEEIRFYELGEEAMEMFREDEGYIKEEERPLPENEFQRQVWLLFEYPESSGPARIIAIVSVMVILISIVSFCLETLPIFRDENEDMHGGGVTFHTYSNSTIGYQQSTSFTDPFFIVETLCIIWFSFEFLVRFFACPSKAGFFTNIMNIIDIVAIIPYFITLGTELAEKPEDAQQGQQAMSLAILRVIRLVRVFRIFKLSRHSKGLQILGQTLKASMRELGLLIFFLFIGVILFSSAVYFAEADERDSQFPSIPDAFWWAVVSMTTVGYGDMVPTTIGGKIVGSLCAIAGVLTIALPVPVIVSNFNYFYHRETEGEEQAQYLQVTSCPKIPSSPDLKKSRSASTISKSDYMEIQEGVNNSNEDFREENLKTANCTLANTNYVNITKMLTDV. The pIC50 is 4.0.